Dataset: Full USPTO retrosynthesis dataset with 1.9M reactions from patents (1976-2016). Task: Predict the reactants needed to synthesize the given product. (1) Given the product [Br:8][C:5]1[CH:6]=[CH:7][C:2]([C:17]([CH:19]2[CH2:23][CH2:22][N:21]([C:24]3[N:25]=[CH:26][CH:27]=[CH:28][N:29]=3)[CH2:20]2)=[O:18])=[CH:3][CH:4]=1, predict the reactants needed to synthesize it. The reactants are: Br[C:2]1[CH:7]=[CH:6][C:5]([Br:8])=[CH:4][CH:3]=1.[Li]CCCC.CON(C)[C:17]([CH:19]1[CH2:23][CH2:22][N:21]([C:24]2[N:29]=[CH:28][CH:27]=[CH:26][N:25]=2)[CH2:20]1)=[O:18].CCOC(C)=O. (2) Given the product [CH2:1]([C@@H:8]1[CH2:13][NH:12][CH2:11][CH2:10][N:9]1[C:21]([C:23]1[N:24]=[CH:25][N:26]([C@H:34]2[CH2:39][CH2:38][CH2:37][CH2:36][C@@H:35]2[NH:40][C:41](=[O:45])[O:42][CH2:43][CH3:44])[C:27]=1[C:28]1[CH:33]=[CH:32][CH:31]=[CH:30][CH:29]=1)=[O:22])[C:2]1[CH:7]=[CH:6][CH:5]=[CH:4][CH:3]=1, predict the reactants needed to synthesize it. The reactants are: [CH2:1]([C@@H:8]1[CH2:13][N:12](CC2C=CC=CC=2)[CH2:11][CH2:10][N:9]1[C:21]([C:23]1[N:24]=[CH:25][N:26]([C@H:34]2[CH2:39][CH2:38][CH2:37][CH2:36][C@@H:35]2[NH:40][C:41](=[O:45])[O:42][CH2:43][CH3:44])[C:27]=1[C:28]1[CH:33]=[CH:32][CH:31]=[CH:30][CH:29]=1)=[O:22])[C:2]1[CH:7]=[CH:6][CH:5]=[CH:4][CH:3]=1. (3) Given the product [C:1]1([N:7]2[CH:11]=[CH:10][N:9]=[C:8]2[CH:12]2[CH2:13][CH2:14][N:15]([C:18]([O:20][C:21]([CH3:24])([CH3:23])[CH3:22])=[O:19])[CH2:16][CH2:17]2)[CH:2]=[CH:3][CH:4]=[CH:5][CH:6]=1, predict the reactants needed to synthesize it. The reactants are: [C:1]1([N:7]2[CH2:11][CH2:10][N:9]=[C:8]2[CH:12]2[CH2:17][CH2:16][N:15]([C:18]([O:20][C:21]([CH3:24])([CH3:23])[CH3:22])=[O:19])[CH2:14][CH2:13]2)[CH:6]=[CH:5][CH:4]=[CH:3][CH:2]=1. (4) Given the product [NH2:1][C:2]1[N:7]=[C:6]([C:8]2[O:9][CH:10]=[CH:11][C:12]=2[CH3:13])[C:5]([C:14]#[N:15])=[C:4]([O:18][CH2:19][C:20]2[CH:25]=[CH:24][CH:23]=[CH:22][N:21]=2)[N:3]=1, predict the reactants needed to synthesize it. The reactants are: [NH2:1][C:2]1[N:7]=[C:6]([C:8]2[O:9][CH:10]=[CH:11][C:12]=2[CH3:13])[C:5]([C:14]#[N:15])=[C:4](SC)[N:3]=1.[OH:18][CH2:19][C:20]1[CH:25]=[CH:24][CH:23]=[CH:22][N:21]=1.C1CCN2C(=NCCC2)CC1.